Dataset: Forward reaction prediction with 1.9M reactions from USPTO patents (1976-2016). Task: Predict the product of the given reaction. (1) Given the reactants [CH2:1]([Zn]CC)C.[CH2:6]([N:8]1[C:16]2[C:11](=[CH:12][CH:13]=[C:14]([O:17][CH:18]=[CH2:19])[CH:15]=2)[C:10]([C:20]#[N:21])=[CH:9]1)[CH3:7].ClCI.[NH4+].[Cl-].[OH-].[NH4+], predict the reaction product. The product is: [CH:18]1([O:17][C:14]2[CH:15]=[C:16]3[C:11]([C:10]([C:20]#[N:21])=[CH:9][N:8]3[CH2:6][CH3:7])=[CH:12][CH:13]=2)[CH2:1][CH2:19]1. (2) The product is: [NH2:3][C:4]1[CH:5]=[N:6][N:7]([C:19]2[NH:18][C:17](=[O:30])[C:16]([O:15][C:14]3[CH:31]=[CH:32][C:33]([Cl:34])=[C:12]([Cl:11])[CH:13]=3)=[C:21]([C:22]([F:23])([F:25])[F:24])[N:20]=2)[CH:8]=1. Given the reactants Cl.Cl.[NH2:3][C:4]1[CH:5]=[N:6][NH:7][CH:8]=1.[H-].[Na+].[Cl:11][C:12]1[CH:13]=[C:14]([CH:31]=[CH:32][C:33]=1[Cl:34])[O:15][C:16]1[C:17](=[O:30])[NH:18][C:19](S(C)(=O)=O)=[N:20][C:21]=1[C:22]([F:25])([F:24])[F:23], predict the reaction product. (3) Given the reactants Br[CH:2]([C:6]1[S:7][C:8]([C:17]2[N:21]=[CH:20][N:19]([CH:22]3[CH2:27][CH2:26][CH2:25][CH2:24][O:23]3)[N:18]=2)=[C:9]([C:11]2[CH:16]=[CH:15][CH:14]=[CH:13][CH:12]=2)[N:10]=1)[C:3]([CH3:5])=O.[NH2:28][C:29]1[CH:34]=[CH:33][C:32]([Br:35])=[CH:31][N:30]=1.C(=O)(O)[O-].[Na+].CCOC(C)=O, predict the reaction product. The product is: [Br:35][C:32]1[CH:33]=[CH:34][C:29]2[N:30]([C:2]([C:6]3[S:7][C:8]([C:17]4[N:21]=[CH:20][N:19]([CH:22]5[CH2:27][CH2:26][CH2:25][CH2:24][O:23]5)[N:18]=4)=[C:9]([C:11]4[CH:12]=[CH:13][CH:14]=[CH:15][CH:16]=4)[N:10]=3)=[C:3]([CH3:5])[N:28]=2)[CH:31]=1. (4) Given the reactants Cl[C:2]([C:7]1(C)[CH2:11][CH2:10][CH2:9][N:8]1[CH2:12][CH3:13])([CH2:5][CH3:6])[CH2:3][CH3:4].[CH3:15][NH:16][CH3:17], predict the reaction product. The product is: [CH3:15][N:16]([CH3:17])[CH:7]1[CH2:11][CH2:10][CH2:9][N:8]([CH2:12][CH3:13])[C:2]1([CH2:5][CH3:6])[CH2:3][CH3:4]. (5) The product is: [F:48][C:16]([F:15])([F:47])[C:17]1[CH:18]=[C:19]([CH:40]=[C:41]([C:43]([F:46])([F:45])[F:44])[CH:42]=1)[C:20]([N:22]1[CH2:23][CH2:24][C:25]2([N:29]([C:30]3[CH:31]=[CH:32][CH:33]=[CH:34][CH:35]=3)[CH:28]([CH3:36])[N:27]([CH2:10][CH:11]3[CH2:13][CH2:12]3)[C:26]2=[O:37])[CH2:38][CH2:39]1)=[O:21]. Given the reactants C(N1[CH2:13][CH2:12][C:11](=O)[CH2:10]C1)C1C=CC=CC=1.[F:15][C:16]([F:48])([F:47])[C:17]1[CH:18]=[C:19]([CH:40]=[C:41]([C:43]([F:46])([F:45])[F:44])[CH:42]=1)[C:20]([N:22]1[CH2:39][CH2:38][C:25]2([N:29]([C:30]3[CH:35]=[CH:34][CH:33]=[CH:32][CH:31]=3)[CH:28]([CH3:36])[NH:27][C:26]2=[O:37])[CH2:24][CH2:23]1)=[O:21].C1(CBr)CC1, predict the reaction product. (6) Given the reactants [F:1][C:2]1[CH:3]=[C:4]([NH:15][C:16](=[O:21])[CH2:17][C:18](=O)[CH3:19])[CH:5]=[CH:6][C:7]=1[N:8]1[CH2:13][CH2:12][O:11][CH2:10][C:9]1=[O:14].[F:22][C:23]1[CH:24]=[C:25]([CH:31]=[CH:32][CH:33]=1)[O:26][CH2:27][C:28]([NH2:30])=O.C1(C)C=CC=CC=1.[NH4+].[Cl-], predict the reaction product. The product is: [F:1][C:2]1[CH:3]=[C:4]([N:15]2[C:16](=[O:21])[CH:17]=[C:18]([CH3:19])[N:30]=[C:28]2[CH2:27][O:26][C:25]2[CH:31]=[CH:32][CH:33]=[C:23]([F:22])[CH:24]=2)[CH:5]=[CH:6][C:7]=1[N:8]1[CH2:13][CH2:12][O:11][CH2:10][C:9]1=[O:14]. (7) Given the reactants [F:1][C:2]1[CH:7]=[CH:6][CH:5]=[CH:4][C:3]=1[C:8]1[N:9]=[C:10]([N:13]2[CH2:18][CH2:17][NH:16][CH2:15][CH2:14]2)[S:11][CH:12]=1.C(N(CC)CC)C.Cl[C:27]([O:29][CH2:30][CH:31]([CH3:33])[CH3:32])=[O:28], predict the reaction product. The product is: [F:1][C:2]1[CH:7]=[CH:6][CH:5]=[CH:4][C:3]=1[C:8]1[N:9]=[C:10]([N:13]2[CH2:14][CH2:15][N:16]([C:27]([O:29][CH2:30][CH:31]([CH3:33])[CH3:32])=[O:28])[CH2:17][CH2:18]2)[S:11][CH:12]=1.